From a dataset of Forward reaction prediction with 1.9M reactions from USPTO patents (1976-2016). Predict the product of the given reaction. (1) Given the reactants [Cl:1][C:2]1[CH:15]=[CH:14][CH:13]=[CH:12][C:3]=1[O:4][CH2:5][C@H:6]1[CH2:10][C@H:9]([F:11])[CH2:8][NH:7]1.Cl[C:17]1[N:25]=[CH:24][N:23]=[C:22]2[C:18]=1[NH:19][CH:20]=[N:21]2.C(N(C(C)C)C(C)C)C, predict the reaction product. The product is: [Cl:1][C:2]1[CH:15]=[CH:14][CH:13]=[CH:12][C:3]=1[O:4][CH2:5][C@H:6]1[CH2:10][C@H:9]([F:11])[CH2:8][N:7]1[C:17]1[N:25]=[CH:24][N:23]=[C:22]2[C:18]=1[N:19]=[CH:20][NH:21]2. (2) Given the reactants [F:1][C:2]([F:22])([F:21])[C@@H:3]1[CH2:7][CH2:6][CH2:5][N:4]1[C:8]1[N:13]=[CH:12][C:11]([C:14]2[N:19]=[C:18]([NH2:20])[CH:17]=[CH:16][CH:15]=2)=[CH:10][N:9]=1.[CH3:23][S-:24].[Na+].[CH2:26]=O, predict the reaction product. The product is: [CH3:23][S:24][CH2:26][NH:20][C:18]1[CH:17]=[CH:16][CH:15]=[C:14]([C:11]2[CH:10]=[N:9][C:8]([N:4]3[CH2:5][CH2:6][CH2:7][C@H:3]3[C:2]([F:1])([F:21])[F:22])=[N:13][CH:12]=2)[N:19]=1. (3) Given the reactants Cl[C:2]1[C:11]2[C:6](=[CH:7][C:8]([Cl:12])=[CH:9][CH:10]=2)[N:5]=[CH:4][CH:3]=1.[CH:13]1[C:14]2[C:29](=[O:30])[C:28]([C:31]([OH:33])=[O:32])=[CH:27][N:26]([CH:34]3[CH2:36][CH2:35]3)[C:15]=2[CH:16]=[C:17]([N:20]2[CH2:25][CH2:24][NH:23][CH2:22][CH2:21]2)[C:18]=1[F:19].C1(O)C=CC=CC=1, predict the reaction product. The product is: [Cl:12][C:8]1[CH:7]=[C:6]2[C:11]([C:2]([N:23]3[CH2:24][CH2:25][N:20]([C:17]4[CH:16]=[C:15]5[C:14]([C:29](=[O:30])[C:28]([C:31]([OH:33])=[O:32])=[CH:27][N:26]5[CH:34]5[CH2:35][CH2:36]5)=[CH:13][C:18]=4[F:19])[CH2:21][CH2:22]3)=[CH:3][CH:4]=[N:5]2)=[CH:10][CH:9]=1. (4) The product is: [CH2:1]([O:8][C@@H:9]1[C@@H:14]([O:15][CH2:16][C:17]2[CH:22]=[CH:21][CH:20]=[CH:19][CH:18]=2)[C@H:13]([O:23][CH2:24][C:25]2[CH:30]=[CH:29][CH:28]=[CH:27][CH:26]=2)[C@@H:12]([CH2:31][O:32][CH2:33][C:34]2[CH:39]=[CH:38][CH:37]=[CH:36][CH:35]=2)[O:11][C@H:10]1[N:40]1[C:48]2[C:43](=[C:44]([CH3:49])[CH:45]=[CH:46][CH:47]=2)[C:42]([CH2:50][C:51]2[CH:56]=[CH:55][C:54](/[CH:61]=[CH:60]/[CH2:59][C:58]([OH:63])=[O:62])=[CH:53][CH:52]=2)=[CH:41]1)[C:2]1[CH:7]=[CH:6][CH:5]=[CH:4][CH:3]=1. Given the reactants [CH2:1]([O:8][C@@H:9]1[C@@H:14]([O:15][CH2:16][C:17]2[CH:22]=[CH:21][CH:20]=[CH:19][CH:18]=2)[C@H:13]([O:23][CH2:24][C:25]2[CH:30]=[CH:29][CH:28]=[CH:27][CH:26]=2)[C@@H:12]([CH2:31][O:32][CH2:33][C:34]2[CH:39]=[CH:38][CH:37]=[CH:36][CH:35]=2)[O:11][C@H:10]1[N:40]1[C:48]2[C:43](=[C:44]([CH3:49])[CH:45]=[CH:46][CH:47]=2)[C:42]([CH2:50][C:51]2[CH:56]=[CH:55][C:54](Br)=[CH:53][CH:52]=2)=[CH:41]1)[C:2]1[CH:7]=[CH:6][CH:5]=[CH:4][CH:3]=1.[C:58]([OH:63])(=[O:62])[CH2:59][CH:60]=[CH2:61].CC1C=CC=CC=1P(C1C=CC=CC=1C)C1C=CC=CC=1C.C(N(CC)CC)C, predict the reaction product. (5) Given the reactants C([O:3][C:4]([C:6]1[C:7]([C:12]2[CH:17]=[CH:16][C:15]([Cl:18])=[CH:14][N:13]=2)=[N:8][O:9][C:10]=1[CH3:11])=O)C.C(OC(C1C(C2C=CC(F)=CN=2)=NOC=1C)=O)C, predict the reaction product. The product is: [Cl:18][C:15]1[CH:16]=[CH:17][C:12]([C:7]2[C:6]([CH2:4][OH:3])=[C:10]([CH3:11])[O:9][N:8]=2)=[N:13][CH:14]=1. (6) Given the reactants [N:1]([CH2:4][CH2:5][O:6][CH2:7][CH2:8][O:9][CH2:10][CH:11]([OH:22])[CH2:12][O:13][CH2:14][CH2:15][O:16][CH2:17][CH2:18][N:19]=[N+:20]=[N-:21])=[N+:2]=[N-:3].Br[CH2:24][C:25]([OH:27])=[O:26], predict the reaction product. The product is: [N:19]([CH2:18][CH2:17][O:16][CH2:15][CH2:14][O:13][CH2:12][CH:11]([O:22][CH2:24][C:25]([OH:27])=[O:26])[CH2:10][O:9][CH2:8][CH2:7][O:6][CH2:5][CH2:4][N:1]=[N+:2]=[N-:3])=[N+:20]=[N-:21]. (7) Given the reactants [NH:1]1[CH2:6][CH2:5][NH:4][CH2:3][CH2:2]1.[Cl:7][C:8]1[CH:13]=[C:12]([N+:14]([O-:16])=[O:15])[C:11](F)=[CH:10][C:9]=1[Cl:18], predict the reaction product. The product is: [Cl:7][C:8]1[C:9]([Cl:18])=[CH:10][C:11]([N:1]2[CH2:6][CH2:5][NH:4][CH2:3][CH2:2]2)=[C:12]([N+:14]([O-:16])=[O:15])[CH:13]=1. (8) Given the reactants C([O-])(=O)CCCCCCCCCCC.C([Sn+2]CCCCCCCC)CCCCCCC.C([O-])(=O)CCCCCCCCCCC.[C:46]([O:50][CH2:51][CH2:52][CH2:53][CH3:54])(=[O:49])[CH:47]=[CH2:48].C=C, predict the reaction product. The product is: [C:46]([O:50][CH2:51][CH2:52][CH2:53][CH3:54])(=[O:49])[CH:47]=[CH2:48].